This data is from Reaction yield outcomes from USPTO patents with 853,638 reactions. The task is: Predict the reaction yield, written as a fraction of the theoretical maximum amount of product (1.0 means a 100% yield; for example, 0.34 means a 34% yield). (1) The reactants are [C:1]([C:4]1[C:5](=[O:24])[CH2:6][CH:7]([C:11]2[S:12][CH:13]=[CH:14][C:15]=2[C:16]2[CH:21]=[CH:20][CH:19]=[C:18]([O:22][CH3:23])[N:17]=2)[CH2:8][C:9]=1O)(=O)[CH3:2].N1CCCC1.Cl.[NH2:31][C:32]([NH2:34])=[NH:33]. The catalyst is CCO. The product is [NH2:34][C:32]1[N:33]=[C:1]([CH3:2])[C:4]2[C:5](=[O:24])[CH2:6][CH:7]([C:11]3[S:12][CH:13]=[CH:14][C:15]=3[C:16]3[CH:21]=[CH:20][CH:19]=[C:18]([O:22][CH3:23])[N:17]=3)[CH2:8][C:9]=2[N:31]=1. The yield is 0.150. (2) The reactants are [CH3:1][O:2][C:3]([C:5]1[CH:6]=[CH:7][C:8]([C:11]([OH:13])=[O:12])=[N:9][CH:10]=1)=[O:4].N1C=CC=CC=1.[C:20]1([CH3:30])[CH:25]=CC(S(Cl)(=O)=O)=C[CH:21]=1.C(=O)(O)[O-].[Na+]. The catalyst is C(O)(C)(C)C.C(OCC)C. The product is [CH3:1][O:2][C:3]([C:5]1[CH:6]=[CH:7][C:8]([C:11]([O:13][C:20]([CH3:30])([CH3:25])[CH3:21])=[O:12])=[N:9][CH:10]=1)=[O:4]. The yield is 0.510. (3) The reactants are [CH3:1][O:2][C:3]([CH:5]1[CH2:9][CH:8]([CH2:10][OH:11])[CH2:7][N:6]1[C:12]([O:14][C:15]([CH3:18])([CH3:17])[CH3:16])=[O:13])=[O:4].[F:19][C:20]([F:28])(S(F)(=O)=O)C(O)=O. The catalyst is CC#N.[Cu]I. The product is [CH3:1][O:2][C:3]([CH:5]1[CH2:9][CH:8]([CH2:10][O:11][CH:20]([F:28])[F:19])[CH2:7][N:6]1[C:12]([O:14][C:15]([CH3:18])([CH3:17])[CH3:16])=[O:13])=[O:4]. The yield is 0.570.